This data is from Peptide-MHC class II binding affinity with 134,281 pairs from IEDB. The task is: Regression. Given a peptide amino acid sequence and an MHC pseudo amino acid sequence, predict their binding affinity value. This is MHC class II binding data. (1) The peptide sequence is LIDYNKAALSKFKED. The MHC is H-2-IAd with pseudo-sequence H-2-IAd. The binding affinity (normalized) is 0.828. (2) The peptide sequence is QGEPGAVIRGKKGAG. The MHC is HLA-DPA10103-DPB10401 with pseudo-sequence HLA-DPA10103-DPB10401. The binding affinity (normalized) is 0. (3) The peptide sequence is VEFEPPHAATIRVLA. The MHC is HLA-DQA10601-DQB10402 with pseudo-sequence HLA-DQA10601-DQB10402. The binding affinity (normalized) is 0.516. (4) The peptide sequence is PPPPQLGASPYKLGP. The MHC is DRB1_0301 with pseudo-sequence DRB1_0301. The binding affinity (normalized) is 0. (5) The peptide sequence is FPKEVWEQIFSTWLL. The MHC is HLA-DPA10201-DPB11401 with pseudo-sequence HLA-DPA10201-DPB11401. The binding affinity (normalized) is 0.202. (6) The peptide sequence is DKGIPFMKMNISVIMK. The MHC is HLA-DQA10303-DQB10402 with pseudo-sequence HLA-DQA10303-DQB10402. The binding affinity (normalized) is 0.395.